Dataset: Reaction yield outcomes from USPTO patents with 853,638 reactions. Task: Predict the reaction yield, written as a fraction of the theoretical maximum amount of product (1.0 means a 100% yield; for example, 0.34 means a 34% yield). The reactants are [F:1][C:2]([F:15])([F:14])[O:3][C:4]1[CH:9]=[CH:8][C:7]([CH2:10][C:11]([OH:13])=[O:12])=[CH:6][CH:5]=1.C[Si]([N-][Si](C)(C)C)(C)C.[Na+].[Cl:26][CH2:27][CH2:28][CH2:29]I. The catalyst is CCOC(C)=O.CCCCCC. The product is [Cl:26][CH2:27][CH2:28][CH2:29][CH:10]([C:7]1[CH:6]=[CH:5][C:4]([O:3][C:2]([F:14])([F:15])[F:1])=[CH:9][CH:8]=1)[C:11]([OH:13])=[O:12]. The yield is 0.100.